This data is from Forward reaction prediction with 1.9M reactions from USPTO patents (1976-2016). The task is: Predict the product of the given reaction. (1) The product is: [CH2:21]([C:20]([C:17]1[CH:18]=[CH:19][C:14]([C:12]2[CH:13]=[C:8]([CH2:7][C:6]([OH:45])=[O:5])[CH:9]=[N:10][CH:11]=2)=[C:15]([CH3:44])[CH:16]=1)([C:23]1[CH:28]=[CH:27][C:26](/[CH:29]=[CH:30]/[C:31]([OH:40])([C:36]([F:37])([F:38])[F:39])[C:32]([F:34])([F:35])[F:33])=[C:25]([CH3:41])[CH:24]=1)[CH2:42][CH3:43])[CH3:22]. Given the reactants [OH-].[Na+].C([O:5][C:6](=[O:45])[CH2:7][C:8]1[CH:9]=[N:10][CH:11]=[C:12]([C:14]2[CH:19]=[CH:18][C:17]([C:20]([CH2:42][CH3:43])([C:23]3[CH:28]=[CH:27][C:26](/[CH:29]=[CH:30]/[C:31]([OH:40])([C:36]([F:39])([F:38])[F:37])[C:32]([F:35])([F:34])[F:33])=[C:25]([CH3:41])[CH:24]=3)[CH2:21][CH3:22])=[CH:16][C:15]=2[CH3:44])[CH:13]=1)C.Cl, predict the reaction product. (2) Given the reactants [C:1]([O:5][C:6](=[O:39])[N:7]([CH:9]1[CH2:14][CH2:13][CH:12]([NH:15][CH2:16][C:17]2[CH:18]=[C:19]([C:26]3[CH:31]=[CH:30][C:29]([C:32]([OH:38])(O)[C:33]([F:36])([F:35])[F:34])=[CH:28][CH:27]=3)[CH:20]=[CH:21][C:22]=2[O:23][CH2:24][CH3:25])[CH2:11][CH2:10]1)[CH3:8])([CH3:4])([CH3:3])[CH3:2].[Cl:40][C:41]1[C:42]2[C:52]([F:53])=[CH:51][CH:50]=[C:49]([F:54])[C:43]=2[S:44][C:45]=1[C:46](Cl)=[O:47], predict the reaction product. The product is: [C:1]([O:5][C:6](=[O:39])[N:7]([CH:9]1[CH2:14][CH2:13][CH:12]([N:15]([C:46]([C:45]2[S:44][C:43]3[C:49]([F:54])=[CH:50][CH:51]=[C:52]([F:53])[C:42]=3[C:41]=2[Cl:40])=[O:47])[CH2:16][C:17]2[CH:18]=[C:19]([C:26]3[CH:31]=[CH:30][C:29]([C:32](=[O:38])[C:33]([F:34])([F:36])[F:35])=[CH:28][CH:27]=3)[CH:20]=[CH:21][C:22]=2[O:23][CH2:24][CH3:25])[CH2:11][CH2:10]1)[CH3:8])([CH3:4])([CH3:2])[CH3:3]. (3) Given the reactants Cl.Cl.[F:3][C:4]1[CH:9]=[C:8]([C:10]#[N:11])[CH:7]=[CH:6][C:5]=1[C:12]1[CH:17]=[CH:16][C:15]([O:18][C:19]([F:22])([F:21])[F:20])=[C:14]([CH2:23][NH:24][C@H:25]2[CH2:30][CH2:29][NH:28][CH2:27][C@H:26]2[C:31]2[CH:36]=[CH:35][CH:34]=[CH:33][CH:32]=2)[CH:13]=1.[C:37]([N:44]1[CH2:49][CH2:48][CH2:47][CH2:46][C:45]1=O)([O:39][C:40]([CH3:43])([CH3:42])[CH3:41])=[O:38].C(O)(=O)C.[BH-](OC(C)=O)(OC(C)=O)OC(C)=O.[Na+], predict the reaction product. The product is: [C:10]([C:8]1[CH:7]=[CH:6][C:5]([C:12]2[CH:17]=[CH:16][C:15]([O:18][C:19]([F:21])([F:22])[F:20])=[C:14]([CH2:23][NH:24][C@H:25]3[CH2:30][CH2:29][N:28]([CH:47]4[CH2:48][CH2:49][N:44]([C:37]([O:39][C:40]([CH3:43])([CH3:42])[CH3:41])=[O:38])[CH2:45][CH2:46]4)[CH2:27][C@H:26]3[C:31]3[CH:32]=[CH:33][CH:34]=[CH:35][CH:36]=3)[CH:13]=2)=[C:4]([F:3])[CH:9]=1)#[N:11]. (4) Given the reactants [CH2:1]([N:8]([CH3:17])[C:9]1[CH:10]=[C:11]([NH2:16])[CH:12]=[CH:13][C:14]=1[CH3:15])[C:2]1[CH:7]=[CH:6][CH:5]=[CH:4][CH:3]=1.[OH:18][C:19]1[CH:24]=[CH:23][N:22]=[C:21](SC)[N:20]=1, predict the reaction product. The product is: [CH2:1]([N:8]([CH3:17])[C:9]1[CH:10]=[C:11]([NH:16][C:21]2[N:20]=[C:19]([OH:18])[CH:24]=[CH:23][N:22]=2)[CH:12]=[CH:13][C:14]=1[CH3:15])[C:2]1[CH:7]=[CH:6][CH:5]=[CH:4][CH:3]=1. (5) Given the reactants [CH3:1][CH:2]([CH2:17][CH2:18][CH:19]=[C:20]([CH3:22])[CH3:21])[CH2:3][CH2:4][O:5][C:6](=[O:16])[CH:7]=[CH:8][C:9]1[CH:14]=[CH:13][CH:12]=[CH:11][C:10]=1[OH:15].N1C=CC=CC=1.Cl[C:30]([O:32][CH2:33][CH2:34]/[CH:35]=[CH:36]\[CH2:37][CH3:38])=[O:31], predict the reaction product. The product is: [CH3:1][CH:2]([CH2:17][CH2:18][CH:19]=[C:20]([CH3:21])[CH3:22])[CH2:3][CH2:4][O:5][C:6](=[O:16])[CH:7]=[CH:8][C:9]1[CH:14]=[CH:13][CH:12]=[CH:11][C:10]=1[O:15][C:30]([O:32][CH2:33][CH2:34][CH:35]=[CH:36][CH2:37][CH3:38])=[O:31]. (6) Given the reactants [O:1]=[S:2]1(=[O:31])[C:7]2[CH:8]=[CH:9][CH:10]=[CH:11][C:6]=2[NH:5][C:4]([C:12]2[C:13](=[O:30])[N:14]([CH2:23][CH2:24][CH:25]3OCC[O:26]3)[C:15]3[C:20]([C:21]=2[OH:22])=[CH:19][CH:18]=[CH:17][N:16]=3)=[N:3]1.S(=O)(=O)(O)O, predict the reaction product. The product is: [O:31]=[S:2]1(=[O:1])[C:7]2[CH:8]=[CH:9][CH:10]=[CH:11][C:6]=2[NH:5][C:4]([C:12]2[C:13](=[O:30])[N:14]([CH2:23][CH2:24][CH:25]=[O:26])[C:15]3[C:20]([C:21]=2[OH:22])=[CH:19][CH:18]=[CH:17][N:16]=3)=[N:3]1. (7) Given the reactants [NH2:1][C:2]1[N:6]([C:7]2[C:12]([Cl:13])=[CH:11][C:10]([C:14]([F:17])([F:16])[F:15])=[CH:9][C:8]=2[Cl:18])[N:5]=[C:4]([C:19]#[N:20])[C:3]=1[S:21]([C:23]([F:26])([F:25])[F:24])=O.ClC1C=C(C(F)(F)F)C=C(Cl)C=1N, predict the reaction product. The product is: [NH2:1][C:2]1[N:6]([C:7]2[C:12]([Cl:13])=[CH:11][C:10]([C:14]([F:15])([F:16])[F:17])=[CH:9][C:8]=2[Cl:18])[N:5]=[C:4]([C:19]#[N:20])[C:3]=1[S:21][C:23]([F:26])([F:25])[F:24]. (8) Given the reactants [Br:1][C:2]1[CH:3]=[C:4]([NH2:8])[CH:5]=[N:6][CH:7]=1.[CH:9]1([C:14]([NH:16][C:17]2[CH:18]=[C:19]([CH:23]=[CH:24][N:25]=2)[C:20]([OH:22])=[O:21])=[O:15])[CH2:13][CH2:12][CH2:11][CH2:10]1.CCN(C(C)C)C(C)C.CN(C(ON1N=NC2C=CC=NC1=2)=[N+](C)C)C.F[P-](F)(F)(F)(F)F, predict the reaction product. The product is: [NH2:16][C:17]1[CH:18]=[C:19]([CH:23]=[CH:24][N:25]=1)[C:20]([NH:8][C:4]1[CH:5]=[N:6][CH:7]=[C:2]([Br:1])[CH:3]=1)=[O:21].[Br:1][C:2]1[CH:3]=[C:4]([NH:8][C:20](=[O:22])[C:19]2[CH:23]=[CH:24][N:25]=[C:17]([NH:16][C:14]([CH:9]3[CH2:10][CH2:11][CH2:12][CH2:13]3)=[O:15])[CH:18]=2)[CH:5]=[N:6][CH:7]=1.